The task is: Predict the reactants needed to synthesize the given product.. This data is from Retrosynthesis with 50K atom-mapped reactions and 10 reaction types from USPTO. (1) Given the product COCCO[C@@H]1c2ccc3c(nc(C4CC4)n3C)c2O[C@H](c2ccccc2)[C@H]1O, predict the reactants needed to synthesize it. The reactants are: COCCO.Cn1c(C2CC2)nc2c3c(ccc21)[C@@H](O)[C@H](O)[C@@H](c1ccccc1)O3. (2) Given the product O=C(O)Cc1cc2ccccc2o1, predict the reactants needed to synthesize it. The reactants are: COC(=O)Cc1cc2ccccc2o1. (3) Given the product Nc1ccccc1OCCCNc1nc(Cl)ncc1Br, predict the reactants needed to synthesize it. The reactants are: O=[N+]([O-])c1ccccc1OCCCNc1nc(Cl)ncc1Br.